This data is from Reaction yield outcomes from USPTO patents with 853,638 reactions. The task is: Predict the reaction yield, written as a fraction of the theoretical maximum amount of product (1.0 means a 100% yield; for example, 0.34 means a 34% yield). The reactants are [Br:1][C:2]1[CH:3]=[CH:4][C:5]([CH3:11])=[C:6]([CH:10]=1)[C:7]([OH:9])=O.[NH2:12][C:13]1[C:22]([CH3:23])=[CH:21][C:16]([C:17]([O:19][CH3:20])=[O:18])=[CH:15][C:14]=1[CH3:24].C(N(CC)C(C)C)(C)C.CCCP1(OP(CCC)(=O)OP(CCC)(=O)O1)=O. The catalyst is C(Cl)Cl. The product is [Br:1][C:2]1[CH:3]=[CH:4][C:5]([CH3:11])=[C:6]([CH:10]=1)[C:7]([NH:12][C:13]1[C:14]([CH3:24])=[CH:15][C:16]([C:17]([O:19][CH3:20])=[O:18])=[CH:21][C:22]=1[CH3:23])=[O:9]. The yield is 0.970.